Dataset: Catalyst prediction with 721,799 reactions and 888 catalyst types from USPTO. Task: Predict which catalyst facilitates the given reaction. (1) Reactant: C1COCC1.CO.[Br:8][C:9]1[CH:14]=[CH:13][C:12]([C:15]2[C:19]([N+:20]([O-])=O)=[C:18]([C:23]([NH2:25])=[O:24])[O:17][N:16]=2)=[CH:11][CH:10]=1.[Cl-].[NH4+]. Product: [NH2:20][C:19]1[C:15]([C:12]2[CH:13]=[CH:14][C:9]([Br:8])=[CH:10][CH:11]=2)=[N:16][O:17][C:18]=1[C:23]([NH2:25])=[O:24]. The catalyst class is: 150. (2) Reactant: Cl.[Cl:2][C:3]1[CH:4]=[C:5]([NH:10][C:11]([N:13]2[CH2:18][CH2:17][NH:16][CH2:15][CH2:14]2)=[O:12])[CH:6]=[CH:7][C:8]=1[Cl:9].C(OC([N:26]1[CH2:31][CH2:30][N:29]([CH:32]([CH3:34])[CH3:33])[CH2:28][C@@H:27]1[C:35](O)=[O:36])=O)(C)(C)C.C(N(CC)C(C)C)(C)C.CN(C(ON1N=NC2C=CC=NC1=2)=[N+](C)C)C.F[P-](F)(F)(F)(F)F.C(NC(C)C)(C)C. Product: [Cl:2][C:3]1[CH:4]=[C:5]([NH:10][C:11]([N:13]2[CH2:18][CH2:17][N:16]([C:35]([C@H:27]3[CH2:28][N:29]([CH:32]([CH3:34])[CH3:33])[CH2:30][CH2:31][NH:26]3)=[O:36])[CH2:15][CH2:14]2)=[O:12])[CH:6]=[CH:7][C:8]=1[Cl:9]. The catalyst class is: 1. (3) Reactant: [CH3:1][CH:2]1[C:11]2[C:6](=[CH:7][CH:8]=[CH:9][CH:10]=2)[NH:5][C:4](=[O:12])[CH2:3]1.[H-].[Na+].I[CH3:16]. Product: [CH3:16][N:5]1[C:6]2[C:11](=[CH:10][CH:9]=[CH:8][CH:7]=2)[CH:2]([CH3:1])[CH2:3][C:4]1=[O:12]. The catalyst class is: 7. (4) Reactant: [CH2:1]([O:3][C:4](=[O:19])[CH:5]([O:16][CH2:17][CH3:18])[CH2:6][C:7]1[CH:15]=[CH:14][CH:13]=[C:12]2[C:8]=1[CH:9]=[CH:10][NH:11]2)[CH3:2].Cl[CH2:21][C:22]1[N:23]=[C:24]([C:28]2[CH:33]=[CH:32][CH:31]=[CH:30][C:29]=2[Cl:34])[O:25][C:26]=1[CH3:27].[H-].[Na+]. Product: [CH2:1]([O:3][C:4](=[O:19])[CH:5]([O:16][CH2:17][CH3:18])[CH2:6][C:7]1[CH:15]=[CH:14][CH:13]=[C:12]2[C:8]=1[CH:9]=[CH:10][N:11]2[CH2:21][C:22]1[N:23]=[C:24]([C:28]2[CH:33]=[CH:32][CH:31]=[CH:30][C:29]=2[Cl:34])[O:25][C:26]=1[CH3:27])[CH3:2]. The catalyst class is: 9. (5) Reactant: [CH2:1]([C:3]1[CH:8]=[CH:7][C:6]([OH:9])=[C:5]([CH3:10])[CH:4]=1)[CH3:2].[Mg+2].[Cl-].[Cl-].Cl.C[CH2:16][O:17]C(C)=O. Product: [CH2:1]([C:3]1[CH:4]=[C:5]([CH3:10])[C:6]([OH:9])=[C:7]([CH:8]=1)[CH:16]=[O:17])[CH3:2]. The catalyst class is: 144. (6) Product: [CH2:15]([S:14][CH2:8][CH:9]([S:14][CH2:15][CH2:16][CH2:17][CH2:18][CH2:19][CH2:20][CH2:21][CH2:22]/[CH:23]=[CH:24]\[CH2:25]/[CH:26]=[CH:27]\[CH2:28][CH2:29][CH2:30][CH2:31][CH3:32])[CH2:10][N:11]([CH3:12])[CH3:13])[CH2:16][CH2:17][CH2:18][CH2:19][CH2:20][CH2:21][CH2:22]/[CH:23]=[CH:24]\[CH2:25]/[CH:26]=[CH:27]\[CH2:28][CH2:29][CH2:30][CH2:31][CH3:32]. Reactant: [H-].[Na+].CS(O[CH2:8][CH:9]([S:14][CH2:15][CH2:16][CH2:17][CH2:18][CH2:19][CH2:20][CH2:21][CH2:22]/[CH:23]=[CH:24]\[CH2:25]/[CH:26]=[CH:27]\[CH2:28][CH2:29][CH2:30][CH2:31][CH3:32])[CH2:10][N:11]([CH3:13])[CH3:12])(=O)=O. The catalyst class is: 48. (7) Reactant: [C:1]([C:3]1[C@@H:8]([C:9]2[CH:14]=[CH:13][C:12]([C:15]#[N:16])=[CH:11][CH:10]=2)[N:7]2[N:17]=[C:18]([N:20]([CH2:31][C:32]#[N:33])C(=O)OCC3C=CC=CC=3)[N:19]=[C:6]2[N:5]([C:34]2[CH:39]=[CH:38][CH:37]=[C:36]([C:40]([F:43])([F:42])[F:41])[CH:35]=2)[C:4]=1[CH3:44])#[N:2]. Product: [C:32]([CH2:31][NH:20][C:18]1[N:19]=[C:6]2[N:5]([C:34]3[CH:39]=[CH:38][CH:37]=[C:36]([C:40]([F:42])([F:41])[F:43])[CH:35]=3)[C:4]([CH3:44])=[C:3]([C:1]#[N:2])[C@@H:8]([C:9]3[CH:14]=[CH:13][C:12]([C:15]#[N:16])=[CH:11][CH:10]=3)[N:7]2[N:17]=1)#[N:33]. The catalyst class is: 19.